This data is from Full USPTO retrosynthesis dataset with 1.9M reactions from patents (1976-2016). The task is: Predict the reactants needed to synthesize the given product. (1) Given the product [NH2:5][CH2:4][CH:3]([NH:16][C:17](=[O:23])[O:18][C:19]([CH3:21])([CH3:20])[CH3:22])[C:2]([F:25])([F:1])[F:24], predict the reactants needed to synthesize it. The reactants are: [F:1][C:2]([F:25])([F:24])[CH:3]([NH:16][C:17](=[O:23])[O:18][C:19]([CH3:22])([CH3:21])[CH3:20])[CH2:4][NH:5]C(=O)OCC1C=CC=CC=1. (2) Given the product [CH3:17][O:16][C:13]1[CH:14]=[CH:15][C:10]([C:8]2[S:7][C:6]([NH:18][C:24]([NH:23][C:21](=[O:22])[C:20]([Cl:27])([Cl:26])[Cl:19])=[O:25])=[C:5]([C:3]([O:2][CH3:1])=[O:4])[CH:9]=2)=[CH:11][CH:12]=1, predict the reactants needed to synthesize it. The reactants are: [CH3:1][O:2][C:3]([C:5]1[CH:9]=[C:8]([C:10]2[CH:15]=[CH:14][C:13]([O:16][CH3:17])=[CH:12][CH:11]=2)[S:7][C:6]=1[NH2:18])=[O:4].[Cl:19][C:20]([Cl:27])([Cl:26])[C:21]([N:23]=[C:24]=[O:25])=[O:22]. (3) Given the product [Cl:22][C:21]([Cl:24])([Cl:23])[CH2:20][O:19][C:17](=[O:18])[NH:14][C:13]1[N:9]([C:6]2[CH:5]=[CH:4][C:3]([CH3:15])=[CH:8][CH:7]=2)[N:10]=[CH:11][CH:12]=1, predict the reactants needed to synthesize it. The reactants are: [OH-].[Na+].[C:3]1([CH3:15])[CH:8]=[CH:7][C:6]([N:9]2[C:13]([NH2:14])=[CH:12][CH:11]=[N:10]2)=[CH:5][CH:4]=1.Cl[C:17]([O:19][CH2:20][C:21]([Cl:24])([Cl:23])[Cl:22])=[O:18].